This data is from Full USPTO retrosynthesis dataset with 1.9M reactions from patents (1976-2016). The task is: Predict the reactants needed to synthesize the given product. (1) Given the product [Cl:24][C:4]1[CH:3]=[C:2]([Cl:1])[CH:22]=[CH:21][C:5]=1[CH2:6][N:7]1[C:15]2[C:10](=[CH:11][CH:12]=[CH:13][CH:14]=2)[C:9]([C:16]([O:18][CH2:19][CH3:20])=[O:17])=[N:8]1, predict the reactants needed to synthesize it. The reactants are: [Cl:1][C:2]1[CH:22]=[CH:21][C:5]([CH2:6][N:7]2[C:15]3[C:10](=[CH:11][CH:12]=[CH:13][CH:14]=3)[C:9]([C:16]([O:18][CH2:19][CH3:20])=[O:17])=[N:8]2)=[C:4](C)[CH:3]=1.[Cl:24]C1C=C(Cl)C=CC=1CN1C2C(=CC=CC=2)C(C(O)=O)=N1.ClC1C=CC(CN2C3C(=CC=CC=3)C(C(O)=O)=N2)=C(C)C=1. (2) Given the product [Cl:1][C:2]1[CH:7]=[C:6]([Cl:8])[CH:5]=[CH:4][C:3]=1[C:9]1[C:36](=[O:37])[N:35]([CH3:38])[C:12]2[N:13]([CH3:34])[C:14]3[C:19]([C:11]=2[CH:10]=1)=[CH:18][C:17]([C:20]1[CH:24]=[CH:23][N:22]([CH2:25][CH2:26][OH:27])[N:21]=1)=[CH:16][CH:15]=3, predict the reactants needed to synthesize it. The reactants are: [Cl:1][C:2]1[CH:7]=[C:6]([Cl:8])[CH:5]=[CH:4][C:3]=1[C:9]1[C:36](=[O:37])[N:35]([CH3:38])[C:12]2[N:13]([CH3:34])[C:14]3[C:19]([C:11]=2[CH:10]=1)=[CH:18][C:17]([C:20]1[CH:24]=[CH:23][N:22]([CH2:25][CH2:26][O:27]C2CCCCO2)[N:21]=1)=[CH:16][CH:15]=3.C(O)(=O)C.C1COCC1. (3) Given the product [CH3:2][O:3][C:4]([CH:5]1[CH2:9][CH2:8][CH2:7][N:6]1[C:18](=[O:24])[CH:19]=[CH:20][C:21](=[O:22])[NH:48][CH2:49][C:50]1[C:51](=[N:56][NH:57][C:58]2[CH:63]=[CH:62][CH:61]=[C:60]([F:64])[CH:59]=2)[C:52]([NH2:55])=[N:53][N:54]=1)=[O:10], predict the reactants needed to synthesize it. The reactants are: Cl.[CH3:2][O:3][C:4](=[O:10])[C@@H:5]1[CH2:9][CH2:8][CH2:7][NH:6]1.C(N(CC)CC)C.[C:18]1(=[O:24])O[C:21](=[O:22])[CH:20]=[CH:19]1.ON1C(=O)CCC1=O.C1CCC(N=C=NC2CCCCC2)CC1.[NH2:48][CH2:49][C:50]1[C:51](=[N:56][NH:57][C:58]2[CH:63]=[CH:62][CH:61]=[C:60]([F:64])[CH:59]=2)[C:52]([NH2:55])=[N:53][N:54]=1. (4) Given the product [CH:66]1([C:64]([NH:63][C:61]2[N:62]=[C:57]3[CH:56]=[CH:55][C:54]([O:53][C:52]4[CH:51]=[C:50]([NH:49][C:40]([C:37]5[N:38]=[N:39][N:35]([CH3:34])[N:36]=5)=[O:42])[CH:71]=[CH:70][CH:69]=4)=[CH:59][N:58]3[CH:60]=2)=[O:65])[CH2:67][CH2:68]1, predict the reactants needed to synthesize it. The reactants are: CN1C(C(NC2C=CC=C(OC3C=CC4N(C=C(NC(=O)C(F)(F)F)N=4)C=3)C=2)=O)=CC(C)=N1.[CH3:34][N:35]1[N:39]=[N:38][C:37]([C:40]([OH:42])=O)=[N:36]1.C(Cl)(=O)C(Cl)=O.[NH2:49][C:50]1[CH:51]=[C:52]([CH:69]=[CH:70][CH:71]=1)[O:53][C:54]1[CH:55]=[CH:56][C:57]2[N:58]([CH:60]=[C:61]([NH:63][C:64]([CH:66]3[CH2:68][CH2:67]3)=[O:65])[N:62]=2)[CH:59]=1.